This data is from Forward reaction prediction with 1.9M reactions from USPTO patents (1976-2016). The task is: Predict the product of the given reaction. (1) Given the reactants [CH3:1][O:2][C:3]1[C:10]([O:11][CH3:12])=[CH:9][C:6]([C:7]#[N:8])=[C:5]([N+:13]([O-:15])=[O:14])[CH:4]=1.C([Sn](=O)CCCC)CCC.[N-:26]=[N+:27]=[N-:28], predict the reaction product. The product is: [CH3:1][O:2][C:3]1[C:10]([O:11][CH3:12])=[CH:9][C:6]([C:7]2[N:26]=[N:27][NH:28][N:8]=2)=[C:5]([N+:13]([O-:15])=[O:14])[CH:4]=1. (2) Given the reactants [C:1]([C:3]1[CH:11]=[CH:10][CH:9]=[C:8]2[C:4]=1[CH:5]=[C:6]([C:12]1[C:17](=[O:18])[N:16]([CH3:19])[N:15]=[C:14]([C:20]3[C:21]([N:40]([CH3:45])[S:41]([CH3:44])(=[O:43])=[O:42])=[CH:22][C:23]4[O:27][C:26]([C:28]5[CH:33]=[CH:32][C:31]([F:34])=[CH:30][CH:29]=5)=[C:25]([C:35]([NH:37][CH3:38])=[O:36])[C:24]=4[CH:39]=3)[CH:13]=1)[NH:7]2)#[N:2].I[CH2:47][CH2:48][O:49][CH3:50].C([O-])([O-])=O.[Cs+].[Cs+], predict the reaction product. The product is: [C:1]([C:3]1[CH:11]=[CH:10][CH:9]=[C:8]2[C:4]=1[CH:5]=[C:6]([C:12]1[C:17](=[O:18])[N:16]([CH3:19])[N:15]=[C:14]([C:20]3[C:21]([N:40]([CH3:45])[S:41]([CH3:44])(=[O:42])=[O:43])=[CH:22][C:23]4[O:27][C:26]([C:28]5[CH:29]=[CH:30][C:31]([F:34])=[CH:32][CH:33]=5)=[C:25]([C:35]([NH:37][CH3:38])=[O:36])[C:24]=4[CH:39]=3)[CH:13]=1)[N:7]2[CH2:47][CH2:48][O:49][CH3:50])#[N:2]. (3) Given the reactants [F:1][C:2]([F:32])([F:31])[C:3]1[CH:8]=[CH:7][C:6]([C:9]2[C:10]([C:15]([NH:17][C:18]3[CH:27]=[C:26]4[C:21]([CH:22]=[C:23]([C:28]([OH:30])=O)[CH:24]=[N:25]4)=[CH:20][CH:19]=3)=[O:16])=[CH:11][CH:12]=[CH:13][CH:14]=2)=[CH:5][CH:4]=1.C1([NH:39][CH2:40][C:41]([NH2:43])=[O:42])C=CC=CC=1.Cl.CN(C)CCCN=C=NCC.ON1[C:61]2[CH:62]=[CH:63][CH:64]=[CH:65][C:60]=2N=N1.C(N(CC)CC)C, predict the reaction product. The product is: [C:41]([CH:40]([NH:39][C:28]([C:23]1[CH:24]=[N:25][C:26]2[C:21]([CH:22]=1)=[CH:20][CH:19]=[C:18]([NH:17][C:15]([C:10]1[C:9]([C:6]3[CH:5]=[CH:4][C:3]([C:2]([F:31])([F:1])[F:32])=[CH:8][CH:7]=3)=[CH:14][CH:13]=[CH:12][CH:11]=1)=[O:16])[CH:27]=2)=[O:30])[C:60]1[CH:65]=[CH:64][CH:63]=[CH:62][CH:61]=1)(=[O:42])[NH2:43]. (4) The product is: [CH3:7][C:6]1[C:2]([CH3:1])=[C:3]([C:11]([O:13][CH3:24])=[O:12])[S:4][C:5]=1[C:8]([O:21][CH3:20])=[O:10]. Given the reactants [CH3:1][C:2]1[C:6]([CH3:7])=[C:5]([C:8]([OH:10])=O)[S:4][C:3]=1[C:11]([OH:13])=[O:12].S(Cl)(Cl)=O.CN(C)[CH:20]=[O:21].Cl[CH2:24]Cl, predict the reaction product. (5) Given the reactants [F:1][C:2]1[CH:7]=[C:6]([F:8])[CH:5]=[CH:4][C:3]=1[S:9](Cl)(=[O:11])=[O:10].[CH3:13][NH:14][CH2:15][CH2:16][OH:17], predict the reaction product. The product is: [F:1][C:2]1[CH:7]=[C:6]([F:8])[CH:5]=[CH:4][C:3]=1[S:9]([N:14]([CH2:15][CH2:16][OH:17])[CH3:13])(=[O:11])=[O:10]. (6) Given the reactants [Cl:1][C:2]1[N:7]=[N:6][C:5]([NH:8][C@H:9]2[CH2:13][CH2:12][NH:11][CH2:10]2)=[CH:4][CH:3]=1.[F:14][C:15]1[CH:23]=[CH:22][C:21]([CH:24]=[O:25])=[CH:20][C:16]=1[C:17](O)=[O:18].F[P-](F)(F)(F)(F)F.N1(OC(N(C)C)=[N+](C)C)C2C=CC=CC=2N=N1.C(N(CC)C(C)C)(C)C, predict the reaction product. The product is: [Cl:1][C:2]1[N:7]=[N:6][C:5]([NH:8][C@H:9]2[CH2:13][CH2:12][N:11]([C:17]([C:16]3[CH:20]=[C:21]([CH:22]=[CH:23][C:15]=3[F:14])[CH:24]=[O:25])=[O:18])[CH2:10]2)=[CH:4][CH:3]=1.